Task: Predict the product of the given reaction.. Dataset: Forward reaction prediction with 1.9M reactions from USPTO patents (1976-2016) (1) Given the reactants Cl[C:2]1[N:7]=[C:6]([NH:8][C:9]2[CH:17]=[CH:16][CH:15]=[C:14]3[C:10]=2[CH2:11][CH:12]([OH:18])[CH2:13]3)[CH:5]=[C:4]([C:19]2[CH:24]=[CH:23][C:22]([C:25]([F:28])([F:27])[F:26])=[CH:21][CH:20]=2)[N:3]=1.[CH3:29][O:30][CH2:31][CH2:32][NH2:33], predict the reaction product. The product is: [CH3:29][O:30][CH2:31][CH2:32][NH:33][C:2]1[N:7]=[C:6]([NH:8][C:9]2[CH:17]=[CH:16][CH:15]=[C:14]3[C:10]=2[CH2:11][CH:12]([OH:18])[CH2:13]3)[CH:5]=[C:4]([C:19]2[CH:20]=[CH:21][C:22]([C:25]([F:27])([F:28])[F:26])=[CH:23][CH:24]=2)[N:3]=1. (2) Given the reactants CC(C)([O-])C.[Na+].Br[C:8]1[CH:9]=[C:10]([CH2:15][C:16]([CH3:25])([CH3:24])[C:17]([O:19][C:20]([CH3:23])([CH3:22])[CH3:21])=[O:18])[CH:11]=[CH:12][C:13]=1[Cl:14].[CH2:26]([NH2:33])[C:27]1[CH:32]=[CH:31][CH:30]=[CH:29][CH:28]=1.C1(P(C2C=CC=CC=2)C2C=CC3C(=CC=CC=3)C=2C2C3C(=CC=CC=3)C=CC=2P(C2C=CC=CC=2)C2C=CC=CC=2)C=CC=CC=1.[Cl-].[NH4+], predict the reaction product. The product is: [CH2:26]([NH:33][C:8]1[CH:9]=[C:10]([CH2:15][C:16]([CH3:25])([CH3:24])[C:17]([O:19][C:20]([CH3:23])([CH3:22])[CH3:21])=[O:18])[CH:11]=[CH:12][C:13]=1[Cl:14])[C:27]1[CH:32]=[CH:31][CH:30]=[CH:29][CH:28]=1. (3) Given the reactants NC1NN=C(C)C=1C1SC2C([S:17](Cl)(=[O:19])=[O:18])=CC=C(F)C=2N=1.[F:22][C:23]1[C:28]2[N:29]=[C:30]([C:32]3[C:36]([CH3:37])=[N:35][NH:34][C:33]=3[NH2:38])[S:31][C:27]=2[CH:26]=[CH:25][CH:24]=1.[NH3:39], predict the reaction product. The product is: [NH2:38][C:33]1[NH:34][N:35]=[C:36]([CH3:37])[C:32]=1[C:30]1[S:31][C:27]2[CH:26]=[C:25]([S:17]([NH2:39])(=[O:19])=[O:18])[CH:24]=[C:23]([F:22])[C:28]=2[N:29]=1. (4) The product is: [Cl:1][C:2]1[C:3]([O:12][C:13]2[CH:18]=[C:17]([O:19][CH2:20][CH2:21][CH:22]3[O:26][CH2:25][CH2:24][O:23]3)[CH:16]=[CH:15][C:14]=2/[CH:27]=[CH:28]/[C:29]([NH:52][S:49]([CH2:44][CH2:45][CH2:46][CH2:47][CH3:48])(=[O:51])=[O:50])=[O:30])=[N:4][CH:5]=[C:6]([C:8]([F:9])([F:11])[F:10])[CH:7]=1. Given the reactants [Cl:1][C:2]1[C:3]([O:12][C:13]2[CH:18]=[C:17]([O:19][CH2:20][CH2:21][CH:22]3[O:26][CH2:25][CH2:24][O:23]3)[CH:16]=[CH:15][C:14]=2/[CH:27]=[CH:28]/[C:29](O)=[O:30])=[N:4][CH:5]=[C:6]([C:8]([F:11])([F:10])[F:9])[CH:7]=1.Cl.C(N=C=NCCCN(C)C)C.[CH2:44]([S:49]([NH2:52])(=[O:51])=[O:50])[CH2:45][CH2:46][CH2:47][CH3:48].Cl, predict the reaction product. (5) Given the reactants [Br:1][C:2]1[CH:11]=[C:10]2[C:5]([CH:6]=[CH:7][N:8]=[CH:9]2)=[CH:4][CH:3]=1.C([O-])([O-])=O.[Na+].[Na+].[OH-].[Na+].[Cl:20][S:21](O)(=[O:23])=[O:22], predict the reaction product. The product is: [Br:1][C:2]1[CH:3]=[C:4]([S:21]([Cl:20])(=[O:23])=[O:22])[C:5]2[CH:6]=[CH:7][N:8]=[CH:9][C:10]=2[CH:11]=1. (6) Given the reactants [Na+].[P:2]([O:6][CH2:7][C@@H:8]([OH:17])[C@@H:9]([OH:16])[C@H:10]([OH:15])[C@@H:11]([OH:14])[CH:12]=[O:13])([O-:5])([O-:4])=[O:3].[Na+].Cl.C(N=C=NCCCN(C)C)C.ON1C(=O)CCC1=O.C(NCC)C, predict the reaction product. The product is: [P:2]([O:6][CH2:7][C@@H:8]([OH:17])[C@@H:9]([OH:16])[C@H:10]([OH:15])[C@@H:11]([OH:14])[CH:12]=[O:13])([OH:4])([OH:5])=[O:3].